From a dataset of Reaction yield outcomes from USPTO patents with 853,638 reactions. Predict the reaction yield, written as a fraction of the theoretical maximum amount of product (1.0 means a 100% yield; for example, 0.34 means a 34% yield). (1) The reactants are [Cl:1][C:2]1[CH:6]=[N:5][N:4]([CH3:7])[C:3]=1[C:8]1[CH:9]=[C:10]([NH2:16])[CH:11]=[CH:12][C:13]=1[O:14][CH3:15].[F:17][C:18]1[CH:23]=[C:22]([F:24])[CH:21]=[CH:20][C:19]=1[N:25]=[C:26]=[O:27]. No catalyst specified. The product is [Cl:1][C:2]1[CH:6]=[N:5][N:4]([CH3:7])[C:3]=1[C:8]1[CH:9]=[C:10]([NH:16][C:26]([NH:25][C:19]2[CH:20]=[CH:21][C:22]([F:24])=[CH:23][C:18]=2[F:17])=[O:27])[CH:11]=[CH:12][C:13]=1[O:14][CH3:15]. The yield is 0.360. (2) The reactants are [Cl:1][C:2]1[CH:3]=[C:4]2[C:10](B3OC(C)(C)C(C)(C)O3)=[CH:9][N:8]([S:20]([C:23]3[CH:28]=[CH:27][C:26]([CH3:29])=[CH:25][CH:24]=3)(=[O:22])=[O:21])[C:5]2=[N:6][CH:7]=1.Cl[C:31]1[N:36]=[C:35]([NH:37][C@H:38]2[CH2:42][CH2:41][N:40]([C:43]([O:45][C:46]([CH3:49])([CH3:48])[CH3:47])=[O:44])[CH2:39]2)[C:34]([F:50])=[CH:33][N:32]=1. The catalyst is COCCOC.C([O-])([O-])=O.[Na+].[Na+].C1C=CC([P]([Pd]([P](C2C=CC=CC=2)(C2C=CC=CC=2)C2C=CC=CC=2)([P](C2C=CC=CC=2)(C2C=CC=CC=2)C2C=CC=CC=2)[P](C2C=CC=CC=2)(C2C=CC=CC=2)C2C=CC=CC=2)(C2C=CC=CC=2)C2C=CC=CC=2)=CC=1. The product is [Cl:1][C:2]1[CH:3]=[C:4]2[C:10]([C:31]3[N:36]=[C:35]([NH:37][C@H:38]4[CH2:42][CH2:41][N:40]([C:43]([O:45][C:46]([CH3:48])([CH3:47])[CH3:49])=[O:44])[CH2:39]4)[C:34]([F:50])=[CH:33][N:32]=3)=[CH:9][N:8]([S:20]([C:23]3[CH:24]=[CH:25][C:26]([CH3:29])=[CH:27][CH:28]=3)(=[O:21])=[O:22])[C:5]2=[N:6][CH:7]=1. The yield is 0.420. (3) The reactants are Cl.[C:2]1([N:8]([CH2:33][CH2:34][C:35]([O:37]CC)=[O:36])[C:9]([C:11]2[CH:32]=[CH:31][C:14]3[N:15]([CH3:30])[C:16]([CH2:18][N:19]([C:21]4[CH:26]=[CH:25][C:24]([C:27](=[NH:29])[NH2:28])=[CH:23][CH:22]=4)[CH3:20])=[N:17][C:13]=3[CH:12]=2)=[O:10])[CH:7]=[CH:6][CH:5]=[CH:4][CH:3]=1.[OH-].[Na+]. No catalyst specified. The product is [C:2]1([N:8]([CH2:33][CH2:34][C:35]([OH:37])=[O:36])[C:9]([C:11]2[CH:32]=[CH:31][C:14]3[N:15]([CH3:30])[C:16]([CH2:18][N:19]([C:21]4[CH:26]=[CH:25][C:24]([C:27](=[NH:28])[NH2:29])=[CH:23][CH:22]=4)[CH3:20])=[N:17][C:13]=3[CH:12]=2)=[O:10])[CH:7]=[CH:6][CH:5]=[CH:4][CH:3]=1. The yield is 0.800. (4) The reactants are [N:1]1([CH2:7][CH2:8][O:9][C:10]2[CH:15]=[CH:14][C:13]([NH2:16])=[CH:12][CH:11]=2)[CH2:6][CH2:5][O:4][CH2:3][CH2:2]1.[CH3:17][O:18][C:19](=[O:31])[C:20]1[C:21](=[C:26](I)[CH:27]=[CH:28][CH:29]=1)[C:22]([O:24][CH3:25])=[O:23].C1C=CC(P(C2C(C3C(P(C4C=CC=CC=4)C4C=CC=CC=4)=CC=C4C=3C=CC=C4)=C3C(C=CC=C3)=CC=2)C2C=CC=CC=2)=CC=1.C(=O)([O-])[O-].[Cs+].[Cs+]. The catalyst is C1(C)C=CC=CC=1.C(Cl)Cl.C1C=CC(/C=C/C(/C=C/C2C=CC=CC=2)=O)=CC=1.C1C=CC(/C=C/C(/C=C/C2C=CC=CC=2)=O)=CC=1.C1C=CC(/C=C/C(/C=C/C2C=CC=CC=2)=O)=CC=1.[Pd].[Pd]. The product is [CH3:25][O:24][C:22](=[O:23])[C:21]1[C:20](=[C:29]([NH:16][C:13]2[CH:14]=[CH:15][C:10]([O:9][CH2:8][CH2:7][N:1]3[CH2:6][CH2:5][O:4][CH2:3][CH2:2]3)=[CH:11][CH:12]=2)[CH:28]=[CH:27][CH:26]=1)[C:19]([O:18][CH3:17])=[O:31]. The yield is 0.700. (5) The reactants are [C:1](=O)([O-])[O-].[K+].[K+].[NH:7]1[CH:11]=[CH:10][C:9]([C:12]([OH:14])=[O:13])=[CH:8]1.CI. The catalyst is CN(C=O)C.O. The product is [NH:7]1[CH:11]=[CH:10][C:9]([C:12]([O:14][CH3:1])=[O:13])=[CH:8]1. The yield is 0.300. (6) The reactants are BrC1C=CC(S(O[CH2:12][CH2:13][CH:14]2[CH2:19][CH2:18][C:17]([CH3:21])([CH3:20])[CH2:16][CH2:15]2)(=O)=O)=CC=1.[I-:22].[Na+]. The catalyst is CC(C)=O. The product is [I:22][CH2:12][CH2:13][CH:14]1[CH2:19][CH2:18][C:17]([CH3:21])([CH3:20])[CH2:16][CH2:15]1. The yield is 0.830. (7) The reactants are [CH3:1][O:2][C:3](=[O:13])[C:4]1[CH:9]=[C:8]([F:10])[C:7]([CH3:11])=[N:6][C:5]=1Cl.C([O-])=O.[NH4+]. The catalyst is [Pd]. The product is [CH3:1][O:2][C:3](=[O:13])[C:4]1[CH:9]=[C:8]([F:10])[C:7]([CH3:11])=[N:6][CH:5]=1. The yield is 0.616.